This data is from Reaction yield outcomes from USPTO patents with 853,638 reactions. The task is: Predict the reaction yield, written as a fraction of the theoretical maximum amount of product (1.0 means a 100% yield; for example, 0.34 means a 34% yield). (1) The reactants are Cl.[CH3:2][N:3]1[C:11]2[CH2:10][CH2:9][NH:8][CH2:7][C:6]=2[C:5]([CH3:12])=[N:4]1.C([O-])([O-])=O.[K+].[K+].Br[CH2:20][CH2:21][CH2:22][Cl:23]. The catalyst is CC(C)=O. The product is [Cl:23][CH2:22][CH2:21][CH2:20][N:8]1[CH2:9][CH2:10][C:11]2[N:3]([CH3:2])[N:4]=[C:5]([CH3:12])[C:6]=2[CH2:7]1. The yield is 0.510. (2) The reactants are [CH3:1][C:2]1[CH:3]=[C:4]([CH:8]=[CH:9][C:10]=1[C:11]([N:13]1[CH2:17][CH:16]=[CH:15][CH2:14]1)=[O:12])[C:5]([OH:7])=O.CN(C(ON1N=NC2C=CC=CC1=2)=[N+](C)C)C.[B-](F)(F)(F)F.C(N(C(C)C)CC)(C)C.[CH2:49]([O:56][C:57]([NH:59][CH2:60][CH2:61][C@H:62]([NH2:73])[C:63]1[NH:67][C:66]2[CH:68]=[CH:69][C:70]([Cl:72])=[CH:71][C:65]=2[N:64]=1)=[O:58])[C:50]1[CH:55]=[CH:54][CH:53]=[CH:52][CH:51]=1.ClCl. The catalyst is CN(C)C=O.ClCCl.C(O)C. The product is [CH2:49]([O:56][C:57]([NH:59][CH2:60][CH2:61][C@H:62]([NH:73][C:5](=[O:7])[C:4]1[CH:8]=[CH:9][C:10]([C:11]([N:13]2[CH2:17][CH:16]=[CH:15][CH2:14]2)=[O:12])=[C:2]([CH3:1])[CH:3]=1)[C:63]1[NH:67][C:66]2[CH:68]=[CH:69][C:70]([Cl:72])=[CH:71][C:65]=2[N:64]=1)=[O:58])[C:50]1[CH:51]=[CH:52][CH:53]=[CH:54][CH:55]=1. The yield is 1.00. (3) The reactants are Cl.[CH:2]([N:5]1[C:13]2[C:8](=[CH:9][C:10]([C:14]3[O:18][N:17]=[C:16]([C:19]4[CH:28]=[CH:27][CH:26]=[C:25]5[C:20]=4[CH2:21][CH2:22][NH:23][CH2:24]5)[N:15]=3)=[CH:11][CH:12]=2)[CH:7]=[CH:6]1)([CH3:4])[CH3:3].C(N1CCOCC1)C.[C:37]([NH:44][C@H:45]([C:48](O)=[O:49])[CH2:46][OH:47])([O:39][C:40]([CH3:43])([CH3:42])[CH3:41])=[O:38].OC1C2N=NNC=2C=CC=1.C(N=C=NCCCN(C)C)C. The catalyst is CN(C)C=O. The product is [C:40]([O:39][C:37](=[O:38])[NH:44][C@@H:45]([CH2:48][OH:49])[C:46]([N:23]1[CH2:22][CH2:21][C:20]2[C:25](=[CH:26][CH:27]=[CH:28][C:19]=2[C:16]2[N:15]=[C:14]([C:10]3[CH:9]=[C:8]4[C:13](=[CH:12][CH:11]=3)[N:5]([CH:2]([CH3:4])[CH3:3])[CH:6]=[CH:7]4)[O:18][N:17]=2)[CH2:24]1)=[O:47])([CH3:43])([CH3:41])[CH3:42]. The yield is 0.620. (4) The reactants are [O:1]1[C:6]2[CH:7]=[CH:8][CH:9]=[C:10]([CH2:11]O)[C:5]=2[O:4][CH2:3][CH2:2]1.S(Cl)([Cl:15])=O. The catalyst is ClCCl. The product is [O:1]1[C:6]2[CH:7]=[CH:8][CH:9]=[C:10]([CH2:11][Cl:15])[C:5]=2[O:4][CH2:3][CH2:2]1. The yield is 1.00. (5) The reactants are [Si:1]([O:8][C@@H:9]1[C@H:13]([CH2:14][O:15][Si:16]([C:19]([CH3:22])([CH3:21])[CH3:20])([CH3:18])[CH3:17])[CH2:12][C@@H:11]([O:23][C:24]2[CH:29]=[C:28](Cl)[N:27]=[CH:26][N:25]=2)[CH2:10]1)([C:4]([CH3:7])([CH3:6])[CH3:5])([CH3:3])[CH3:2].[C:31]1(B(O)O)[CH:36]=[CH:35][CH:34]=[CH:33][CH:32]=1. The catalyst is O.C1C=CC([P]([Pd]([P](C2C=CC=CC=2)(C2C=CC=CC=2)C2C=CC=CC=2)([P](C2C=CC=CC=2)(C2C=CC=CC=2)C2C=CC=CC=2)[P](C2C=CC=CC=2)(C2C=CC=CC=2)C2C=CC=CC=2)(C2C=CC=CC=2)C2C=CC=CC=2)=CC=1. The product is [Si:1]([O:8][C@@H:9]1[C@H:13]([CH2:14][O:15][Si:16]([C:19]([CH3:22])([CH3:21])[CH3:20])([CH3:18])[CH3:17])[CH2:12][C@@H:11]([O:23][C:24]2[CH:29]=[C:28]([C:31]3[CH:36]=[CH:35][CH:34]=[CH:33][CH:32]=3)[N:27]=[CH:26][N:25]=2)[CH2:10]1)([C:4]([CH3:7])([CH3:6])[CH3:5])([CH3:3])[CH3:2]. The yield is 0.760. (6) The reactants are [NH2:1][C:2]1[CH:6]=[CH:5][NH:4][N:3]=1.[CH:7](=O)[CH2:8][CH:9]([CH3:11])[CH3:10].C(O)(=O)C.[BH4-].[Na+].[OH-].[Na+]. The catalyst is C1COCC1.O. The product is [CH3:10][CH:9]([CH3:11])[CH2:8][CH2:7][NH:1][C:2]1[NH:3][N:4]=[CH:5][CH:6]=1. The yield is 0.0800. (7) The yield is 0.750. The product is [CH2:15]([O:20][C:2]1[CH:3]=[C:4]([CH3:11])[CH:5]=[CH:6][C:7]=1[N+:8]([O-:10])=[O:9])[CH2:14][CH2:13][CH3:12].[CH2:21]([O:20][C:15]1[CH:14]=[C:13]([CH3:12])[CH:19]=[CH:18][C:16]=1[NH:17][C:31]([NH:25][C:26]1[S:27][CH:28]=[CH:29][N:30]=1)=[O:35])[CH2:22][CH2:23][CH3:24]. The reactants are F[C:2]1[CH:3]=[C:4]([CH3:11])[CH:5]=[CH:6][C:7]=1[N+:8]([O-:10])=[O:9].[CH3:12][C:13]1[CH:19]=[CH:18][C:16]([NH2:17])=[C:15]([O:20][CH2:21][CH2:22][CH2:23][CH3:24])[CH:14]=1.[NH2:25][C:26]1[S:27][CH:28]=[CH:29][N:30]=1.[CH2:31]([OH:35])CCC. No catalyst specified. (8) The reactants are Cl[C:2]1[C:11]2[C:6](=[CH:7][C:8]([O:12][CH3:13])=[CH:9][CH:10]=2)[CH:5]([CH2:14][CH2:15][NH:16][C:17](=[O:19])[CH3:18])[CH2:4][CH:3]=1.CC([O-])(C)C.[K+].Cl. The catalyst is C(O)(C)(C)C. The product is [CH3:13][O:12][C:8]1[CH:7]=[C:6]2[C:11]([CH:2]=[CH:3][CH:4]=[C:5]2[CH2:14][CH2:15][NH:16][C:17](=[O:19])[CH3:18])=[CH:10][CH:9]=1. The yield is 0.680. (9) The reactants are [CH3:13][C:12]([O:11][C:9](O[C:9]([O:11][C:12]([CH3:15])([CH3:14])[CH3:13])=[O:10])=[O:10])([CH3:15])[CH3:14].[Br:16][C:17]1[CH:18]=[C:19]2[C:23](=[C:24]([C:26]([O:28][CH2:29][CH3:30])=[O:27])[CH:25]=1)[NH:22][CH:21]=[C:20]2[CH:31]1[CH2:36][CH2:35][S:34][CH2:33][CH2:32]1. The catalyst is CN(C1C=CN=CC=1)C.C1COCC1.CC#N. The product is [Br:16][C:17]1[CH:18]=[C:19]2[C:23](=[C:24]([C:26]([O:28][CH2:29][CH3:30])=[O:27])[CH:25]=1)[N:22]([C:9]([O:11][C:12]([CH3:13])([CH3:14])[CH3:15])=[O:10])[CH:21]=[C:20]2[CH:31]1[CH2:32][CH2:33][S:34][CH2:35][CH2:36]1. The yield is 0.930. (10) The reactants are [CH2:1]([CH:3]([CH2:11][CH2:12][CH2:13][CH3:14])[CH2:4][C:5]1[CH:10]=[CH:9][CH:8]=[CH:7][CH:6]=1)[CH3:2].[Br:15]Br.Br.[OH-].[Na+]. The catalyst is C(Cl)(Cl)(Cl)Cl. The product is [Br:15][C:8]1[CH:7]=[CH:6][C:5]([CH2:4][CH:3]([CH2:1][CH3:2])[CH2:11][CH2:12][CH2:13][CH3:14])=[CH:10][CH:9]=1. The yield is 0.810.